This data is from Catalyst prediction with 721,799 reactions and 888 catalyst types from USPTO. The task is: Predict which catalyst facilitates the given reaction. (1) Product: [ClH:28].[Cl:28][C:23]1[CH:24]=[CH:25][C:20]([C:2]([F:27])([F:1])[CH2:3][N:4]2[CH2:9][CH2:8][CH:7]([NH:10][C:11]3[C:12]4[CH:19]=[CH:18][NH:17][C:13]=4[N:14]=[CH:15][N:16]=3)[CH2:6][CH2:5]2)=[CH:21][CH:22]=1. Reactant: [F:1][C:2]([F:27])([C:20]1[CH:25]=[CH:24][C:23](C)=[CH:22][CH:21]=1)[CH2:3][N:4]1[CH2:9][CH2:8][CH:7]([NH:10][C:11]2[C:12]3[CH:19]=[CH:18][NH:17][C:13]=3[N:14]=[CH:15][N:16]=2)[CH2:6][CH2:5]1.[ClH:28].CCOCC. The catalyst class is: 5. (2) Reactant: [CH3:1][NH:2]/[C:3](/[C:10]1[CH:15]=[CH:14][CH:13]=[CH:12][CH:11]=1)=[CH:4]\[C:5]([O:7][CH2:8][CH3:9])=[O:6].[Br:16][C:17]1[CH:23]=[CH:22]C(N)=[CH:19][C:18]=1[O:24][CH3:25].CC1C=CC(S([O-])(=O)=O)=CC=1.C1C=C[NH+]=CC=1. Product: [Br:16][C:17]1[CH:23]=[CH:22][C:1]([NH:2]/[C:3](/[C:10]2[CH:11]=[CH:12][CH:13]=[CH:14][CH:15]=2)=[CH:4]\[C:5]([O:7][CH2:8][CH3:9])=[O:6])=[CH:19][C:18]=1[O:24][CH3:25]. The catalyst class is: 2. (3) Reactant: F[C:2]1[CH:7]=[C:6]([F:8])[CH:5]=[CH:4][C:3]=1[N+:9]([O-:11])=[O:10].[CH2:12]([NH2:15])[CH2:13][CH3:14].C([O-])([O-])=O.[K+].[K+]. Product: [F:8][C:6]1[CH:5]=[CH:4][C:3]([N+:9]([O-:11])=[O:10])=[C:2]([NH:15][CH2:12][CH2:13][CH3:14])[CH:7]=1. The catalyst class is: 20. (4) The catalyst class is: 355. Reactant: [CH:1]1([CH2:4][NH:5][C:6]2[C:7]([CH2:28][O:29][CH3:30])=[N:8][N:9]3[C:14]([C:15]4[C:20]([O:21][CH3:22])=[CH:19][C:18]([CH2:23][O:24][CH3:25])=[CH:17][C:16]=4[O:26][CH3:27])=[CH:13][CH:12]=[CH:11][C:10]=23)[CH2:3][CH2:2]1.[O:31]1[CH2:35][CH2:34][CH:33]([CH:36]=O)[CH2:32]1.S(=O)(=O)(O)O.[BH4-].[Na+].C(=O)(O)[O-].[Na+]. Product: [CH:1]1([CH2:4][N:5]([C:6]2[C:7]([CH2:28][O:29][CH3:30])=[N:8][N:9]3[C:14]([C:15]4[C:16]([O:26][CH3:27])=[CH:17][C:18]([CH2:23][O:24][CH3:25])=[CH:19][C:20]=4[O:21][CH3:22])=[CH:13][CH:12]=[CH:11][C:10]=23)[CH2:36][CH:33]2[CH2:34][CH2:35][O:31][CH2:32]2)[CH2:3][CH2:2]1.